The task is: Predict the reactants needed to synthesize the given product.. This data is from Full USPTO retrosynthesis dataset with 1.9M reactions from patents (1976-2016). (1) Given the product [Br:16][CH2:10][C:8]1[O:9][C:5]2[CH:4]=[CH:3][C:2]([Cl:1])=[CH:12][C:6]=2[CH:7]=1, predict the reactants needed to synthesize it. The reactants are: [Cl:1][C:2]1[CH:3]=[CH:4][C:5]2[O:9][C:8]([CH:10]=O)=[CH:7][C:6]=2[CH:12]=1.[BH4-].[Na+].P(Br)(Br)[Br:16]. (2) The reactants are: [O:1]=[C:2]([N:18]1[CH2:23][CH2:22][N:21]([C:24]([C:26]2[CH:27]=[N:28][CH:29]=[CH:30][C:31]=2[C:32]([F:35])([F:34])[F:33])=[O:25])[CH2:20][CH2:19]1)[CH2:3][NH:4][C:5](C1N=NN(C2C=CC=CC=2)C=1)=[O:6].[CH3:36][CH2:37]N(C(C)C)C(C)C.ClC(Cl)(OC(=O)OC(Cl)(Cl)Cl)Cl.Cl.NCC(N1CC[N:65]([C:68]([C:70]2[CH:71]=[N:72][CH:73]=[CH:74][C:75]=2[C:76](F)(F)F)=O)CC1)=O.FC(F)(F)C1C=CN=CC=1C(O)=O. Given the product [O:1]=[C:2]([N:18]1[CH2:19][CH2:20][N:21]([C:24]([C:26]2[CH:27]=[N:28][CH:29]=[CH:30][C:31]=2[C:32]([F:34])([F:35])[F:33])=[O:25])[CH2:22][CH2:23]1)[CH2:3][NH:4][C:5]([N:65]1[CH:68]=[C:70]([C:75]2[CH:74]=[CH:73][CH:37]=[CH:36][CH:76]=2)[CH:71]=[N:72]1)=[O:6], predict the reactants needed to synthesize it. (3) Given the product [S:33]1[C:34]2[CH:39]=[CH:38][CH:37]=[CH:36][C:35]=2[C:31]([N:25]2[CH2:26][CH2:27][N:28]([CH2:8][CH2:9][CH2:10][C:11]3[CH:12]=[C:13]4[C:18](=[CH:19][CH:20]=3)[N:17]([CH3:21])[CH2:16][C:15]([CH3:23])([CH3:22])[CH2:14]4)[CH2:29][CH2:30]2)=[N:32]1, predict the reactants needed to synthesize it. The reactants are: C(=O)([O-])[O-].[K+].[K+].Cl[CH2:8][CH2:9][CH2:10][C:11]1[CH:12]=[C:13]2[C:18](=[CH:19][CH:20]=1)[N:17]([CH3:21])[CH2:16][C:15]([CH3:23])([CH3:22])[CH2:14]2.Cl.[N:25]1([C:31]2[C:35]3[CH:36]=[CH:37][CH:38]=[CH:39][C:34]=3[S:33][N:32]=2)[CH2:30][CH2:29][NH:28][CH2:27][CH2:26]1.